This data is from Reaction yield outcomes from USPTO patents with 853,638 reactions. The task is: Predict the reaction yield, written as a fraction of the theoretical maximum amount of product (1.0 means a 100% yield; for example, 0.34 means a 34% yield). The reactants are [OH:1][C:2]1[C:9]([O:10][CH3:11])=[CH:8][CH:7]=[CH:6][C:3]=1[CH:4]=[O:5].C([O-])([O-])=O.[K+].[K+].[CH2:18]([O:20][CH:21]([O:24][CH2:25][CH3:26])[CH2:22]Br)[CH3:19]. The catalyst is CN(C=O)C. The product is [CH2:18]([O:20][CH:21]([O:24][CH2:25][CH3:26])[CH2:22][O:1][C:2]1[C:9]([O:10][CH3:11])=[CH:8][CH:7]=[CH:6][C:3]=1[CH:4]=[O:5])[CH3:19]. The yield is 0.360.